From a dataset of Forward reaction prediction with 1.9M reactions from USPTO patents (1976-2016). Predict the product of the given reaction. (1) Given the reactants CCN(C(C)C)C(C)C.C1C=CC2N(O)N=NC=2C=1.CCN=C=NCCCN(C)C.[F:31][C:32]1[CH:33]=[CH:34][C:35]([C:41]([F:44])([F:43])[F:42])=[C:36]([CH:40]=1)[C:37]([OH:39])=O.[CH3:45][O:46][C:47]([CH:49]1[CH2:54][NH:53][CH2:52][CH2:51][N:50]1[C:55]([O:57][C:58]([CH3:61])([CH3:60])[CH3:59])=[O:56])=[O:48], predict the reaction product. The product is: [CH3:45][O:46][C:47]([CH:49]1[CH2:54][N:53]([C:37](=[O:39])[C:36]2[CH:40]=[C:32]([F:31])[CH:33]=[CH:34][C:35]=2[C:41]([F:44])([F:43])[F:42])[CH2:52][CH2:51][N:50]1[C:55]([O:57][C:58]([CH3:61])([CH3:60])[CH3:59])=[O:56])=[O:48]. (2) The product is: [CH:2]([C:3]1[CH:11]=[CH:10][C:6]([C:7]([OH:9])=[O:8])=[CH:5][C:4]=1[C:12]([F:15])([F:14])[F:13])=[O:19]. Given the reactants Br[CH:2](Br)[C:3]1[CH:11]=[CH:10][C:6]([C:7]([OH:9])=[O:8])=[CH:5][C:4]=1[C:12]([F:15])([F:14])[F:13].C(OC(C)C)(=[O:19])C.Cl, predict the reaction product. (3) Given the reactants Cl[C:2]1[C:7]([O:8][CH3:9])=[CH:6][C:5]([N+:10]([O-:12])=[O:11])=[CH:4][N:3]=1.[NH:13]1[CH2:17][CH2:16][CH2:15][CH2:14]1, predict the reaction product. The product is: [CH3:9][O:8][C:7]1[C:2]([N:13]2[CH2:17][CH2:16][CH2:15][CH2:14]2)=[N:3][CH:4]=[C:5]([N+:10]([O-:12])=[O:11])[CH:6]=1.